This data is from Peptide-MHC class I binding affinity with 185,985 pairs from IEDB/IMGT. The task is: Regression. Given a peptide amino acid sequence and an MHC pseudo amino acid sequence, predict their binding affinity value. This is MHC class I binding data. The peptide sequence is LYRYIQWLR. The MHC is HLA-A26:02 with pseudo-sequence HLA-A26:02. The binding affinity (normalized) is 0.0847.